From a dataset of Forward reaction prediction with 1.9M reactions from USPTO patents (1976-2016). Predict the product of the given reaction. (1) Given the reactants [N:1]1[C:5]2[CH:6]=[CH:7][CH:8]=[CH:9][C:4]=2[NH:3][C:2]=1[CH2:10][C:11]#[N:12].[CH3:13][O:14][C:15]1[CH:16]=[C:17]([CH:21]([C:26](=O)[CH3:27])[C:22](OC)=[O:23])[CH:18]=[CH:19][CH:20]=1.C([O-])(=O)C.[NH4+], predict the reaction product. The product is: [CH3:13][O:14][C:15]1[CH:16]=[C:17]([CH:21]2[C:22](=[O:23])[N:1]3[C:5]4[CH:6]=[CH:7][CH:8]=[CH:9][C:4]=4[N:3]=[C:2]3[C:10]([C:11]#[N:12])=[C:26]2[CH3:27])[CH:18]=[CH:19][CH:20]=1. (2) Given the reactants [NH2:1][CH2:2][CH2:3][O:4][C:5]1[CH:6]=[C:7]([C:11]#[C:12][CH:13]([OH:17])[CH:14]([CH3:16])[CH3:15])[CH:8]=[CH:9][CH:10]=1, predict the reaction product. The product is: [NH2:1][CH2:2][CH2:3][O:4][C:5]1[CH:6]=[C:7]([CH2:11][CH2:12][CH:13]([OH:17])[CH:14]([CH3:15])[CH3:16])[CH:8]=[CH:9][CH:10]=1. (3) Given the reactants Br[C:2]1[CH:23]=[CH:22][C:5]([O:6][CH2:7][C:8]2[C:13]([CH3:14])=[CH:12][CH:11]=[CH:10][C:9]=2[N:15]2[C:19](=[O:20])[N:18]([CH3:21])[N:17]=[N:16]2)=[C:4]([CH3:24])[CH:3]=1.[B:25]1([B:25]2[O:29][C:28]([CH3:31])([CH3:30])[C:27]([CH3:33])([CH3:32])[O:26]2)[O:29][C:28]([CH3:31])([CH3:30])[C:27]([CH3:33])([CH3:32])[O:26]1.C([O-])(=O)C.[K+].CS(C)=O, predict the reaction product. The product is: [CH3:32][C:27]1([CH3:33])[C:28]([CH3:31])([CH3:30])[O:29][B:25]([C:2]2[CH:23]=[CH:22][C:5]([O:6][CH2:7][C:8]3[C:13]([CH3:14])=[CH:12][CH:11]=[CH:10][C:9]=3[N:15]3[C:19](=[O:20])[N:18]([CH3:21])[N:17]=[N:16]3)=[C:4]([CH3:24])[CH:3]=2)[O:26]1. (4) Given the reactants [CH3:1][C:2]1[C:7]([I:8])=[CH:6][CH:5]=[CH:4][C:3]=1[N:9]1[C:13](=[O:14])[NH:12][N:11]=[N:10]1.[C:15](=O)([O-])[O-].[K+].[K+].S(OC)(OC)(=O)=O.C(=O)(O)[O-].[Na+], predict the reaction product. The product is: [CH3:1][C:2]1[C:7]([I:8])=[CH:6][CH:5]=[CH:4][C:3]=1[N:9]1[C:13](=[O:14])[N:12]([CH3:15])[N:11]=[N:10]1. (5) Given the reactants [O:1]=[C:2]1[N:6]([C:7]2[CH:8]=[C:9]([CH:19]=[CH:20][CH:21]=2)[CH2:10][NH:11]C(=O)OC(C)(C)C)[CH2:5][CH2:4][O:3]1.[ClH:22], predict the reaction product. The product is: [ClH:22].[NH2:11][CH2:10][C:9]1[CH:8]=[C:7]([N:6]2[CH2:5][CH2:4][O:3][C:2]2=[O:1])[CH:21]=[CH:20][CH:19]=1. (6) Given the reactants Br[C:2]1[CH:10]=[CH:9][C:5]([C:6]([OH:8])=[O:7])=[C:4]([CH3:11])[C:3]=1[N:12]=[C:13]1[CH2:18][CH2:17][CH2:16][CH2:15][S:14]1=[O:19].O1CCOC[CH2:21]1.C(=O)([O-])[O-].[K+].[K+].CB1OB(C)OB(C)O1, predict the reaction product. The product is: [CH3:11][C:4]1[C:3]([N:12]=[C:13]2[CH2:18][CH2:17][CH2:16][CH2:15][S:14]2=[O:19])=[C:2]([CH3:21])[CH:10]=[CH:9][C:5]=1[C:6]([OH:8])=[O:7].